From a dataset of Catalyst prediction with 721,799 reactions and 888 catalyst types from USPTO. Predict which catalyst facilitates the given reaction. (1) Product: [ClH:1].[CH2:4]([O:11][CH2:12][CH2:13][C:14](=[NH:15])[O:3][CH3:2])[C:5]1[CH:10]=[CH:9][CH:8]=[CH:7][CH:6]=1. Reactant: [ClH:1].[CH3:2][OH:3].[CH2:4]([O:11][CH2:12][CH2:13][C:14]#[N:15])[C:5]1[CH:10]=[CH:9][CH:8]=[CH:7][CH:6]=1. The catalyst class is: 28. (2) Reactant: [CH:1]1([N:4]2[C:8]3[N:9]=[C:10]([C:19]4[CH:25]=[CH:24][C:22]([NH2:23])=[CH:21][CH:20]=4)[N:11]=[C:12]([N:13]4[CH2:18][CH2:17][O:16][CH2:15][CH2:14]4)[C:7]=3[N:6]=[N:5]2)[CH2:3][CH2:2]1.CCN(CC)CC.[N:33]([C:36]1[CH:37]=[N:38][CH:39]=[CH:40][CH:41]=1)=[C:34]=[O:35]. Product: [CH:1]1([N:4]2[C:8]3[N:9]=[C:10]([C:19]4[CH:25]=[CH:24][C:22]([NH:23][C:34]([NH:33][C:36]5[CH:37]=[N:38][CH:39]=[CH:40][CH:41]=5)=[O:35])=[CH:21][CH:20]=4)[N:11]=[C:12]([N:13]4[CH2:18][CH2:17][O:16][CH2:15][CH2:14]4)[C:7]=3[N:6]=[N:5]2)[CH2:3][CH2:2]1. The catalyst class is: 22.